From a dataset of Full USPTO retrosynthesis dataset with 1.9M reactions from patents (1976-2016). Predict the reactants needed to synthesize the given product. (1) Given the product [O:9]=[C:8]1[NH:7][C:6]2[CH:10]=[CH:11][CH:12]=[CH:13][C:5]=2[O:4][C@H:3]([C:14]2[CH:15]=[CH:16][CH:17]=[CH:18][CH:19]=2)[C@@H:2]1[NH:1][C:27](=[O:28])[O:29][C:30]([CH3:33])([CH3:32])[CH3:31], predict the reactants needed to synthesize it. The reactants are: [NH2:1][C@@H:2]1[C:8](=[O:9])[NH:7][C:6]2[CH:10]=[CH:11][CH:12]=[CH:13][C:5]=2[O:4][C@@H:3]1[C:14]1[CH:19]=[CH:18][CH:17]=[CH:16][CH:15]=1.C(N(CC)CC)C.[C:27](O[C:27]([O:29][C:30]([CH3:33])([CH3:32])[CH3:31])=[O:28])([O:29][C:30]([CH3:33])([CH3:32])[CH3:31])=[O:28]. (2) Given the product [Br:1][C:2]1[N:6]=[C:5]([N:17]2[CH2:18][CH:15]([C:9]3[CH:14]=[CH:13][CH:12]=[CH:11][CH:10]=3)[CH2:16]2)[N:4]([CH3:8])[N:3]=1, predict the reactants needed to synthesize it. The reactants are: [Br:1][C:2]1[N:6]=[C:5](Br)[N:4]([CH3:8])[N:3]=1.[C:9]1([CH:15]2[CH2:18][NH:17][CH2:16]2)[CH:14]=[CH:13][CH:12]=[CH:11][CH:10]=1.C(N(CC)C(C)C)(C)C. (3) Given the product [C:1]([C:5]1[N:9]([CH2:10][CH:11]2[CH2:16][CH2:15][O:14][CH2:13][CH2:12]2)[C:8]2[CH:17]=[CH:18][C:19]([S:21]([N:25]3[CH2:30][CH2:29][CH:28]([C:31]([O:33][CH3:34])=[O:32])[CH2:27][CH2:26]3)(=[O:23])=[O:22])=[CH:20][C:7]=2[N:6]=1)([CH3:4])([CH3:3])[CH3:2], predict the reactants needed to synthesize it. The reactants are: [C:1]([C:5]1[N:9]([CH2:10][CH:11]2[CH2:16][CH2:15][O:14][CH2:13][CH2:12]2)[C:8]2[CH:17]=[CH:18][C:19]([S:21](Cl)(=[O:23])=[O:22])=[CH:20][C:7]=2[N:6]=1)([CH3:4])([CH3:3])[CH3:2].[NH:25]1[CH2:30][CH2:29][CH:28]([C:31]([O:33][CH3:34])=[O:32])[CH2:27][CH2:26]1. (4) Given the product [N:1]1[CH:6]=[CH:5][C:4]([C:7]2[CH:8]=[C:9]([CH:14]=[CH:15][CH:16]=2)[C:10]([OH:12])=[O:11])=[CH:3][CH:2]=1, predict the reactants needed to synthesize it. The reactants are: [N:1]1[CH:6]=[CH:5][C:4]([C:7]2[CH:8]=[C:9]([CH:14]=[CH:15][CH:16]=2)[C:10]([O:12]C)=[O:11])=[CH:3][CH:2]=1.[OH-].[Na+]. (5) Given the product [OH:18][C:17]1[C:16]2[CH:15]=[N:14][CH:13]=[CH:12][C:11]=2[O:3][C:2]=1[C:1]([O:5][CH2:6][CH3:7])=[O:4], predict the reactants needed to synthesize it. The reactants are: [C:1]([O:5][CH2:6][CH3:7])(=[O:4])[CH2:2][OH:3].[H-].[Na+].Cl[C:11]1[C:16]([C:17](OCC)=[O:18])=[CH:15][N:14]=[CH:13][CH:12]=1.